From a dataset of Catalyst prediction with 721,799 reactions and 888 catalyst types from USPTO. Predict which catalyst facilitates the given reaction. (1) Reactant: C(N([CH:7]([CH3:9])[CH3:8])CC)(C)C.[Br:10][C:11]1[C:24]2[C:25]3[C:26]4[C:13](=[CH:14][C:15]([C:33]([CH3:36])([CH3:35])[CH3:34])=[CH:16][C:17]=4[C:18]([Br:32])=[C:19]([NH2:31])[C:20]=3[CH:21]=[C:22]([C:27]([CH3:30])([CH3:29])[CH3:28])[CH:23]=2)[C:12]=1[NH2:37].[S:38]1[CH:42]=[CH:41][CH:40]=[C:39]1[C:43](Cl)=[O:44]. Product: [Br:10][C:11]1[C:24]2[C:25]3=[C:26]4[C:13](=[CH:14][C:15]([C:33]([CH3:36])([CH3:35])[CH3:34])=[CH:16][C:17]4=[C:18]([Br:32])[C:19]([NH:31][C:43]([C:39]4[S:38][CH:42]=[CH:41][CH:40]=4)=[O:44])=[C:20]3[CH:21]=[C:22]([C:27]([CH3:30])([CH3:29])[CH3:28])[CH:23]=2)[C:12]=1[NH:37][C:43]([C:39]1[S:38][CH:9]=[CH:7][CH:8]=1)=[O:44]. The catalyst class is: 12. (2) Reactant: [S:1]1[CH:5]=[CH:4][CH:3]=[C:2]1[C:6]1[C:7]([C:15]#[N:16])=[N:8][NH:9][C:10]=1[Si](C)(C)C.[OH-].[Na+].Cl. Product: [S:1]1[CH:5]=[CH:4][CH:3]=[C:2]1[C:6]1[C:7]([C:15]#[N:16])=[N:8][NH:9][CH:10]=1. The catalyst class is: 5. (3) Reactant: [CH3:1][C:2]1[CH:3]=[C:4]([C:8]2[O:12][N:11]=[CH:10][C:9]=2[C:13]([OH:15])=O)[CH:5]=[CH:6][CH:7]=1.CN(C(ON1N=NC2C=CC=CC1=2)=[N+](C)C)C.[B-](F)(F)(F)F.Cl.[NH:39]1[CH2:44][CH2:43][CH2:42][CH:41]([C:45]([OH:48])([CH3:47])[CH3:46])[CH2:40]1.C(N(CC)CC)C. Product: [CH3:1][C:2]1[CH:3]=[C:4]([C:8]2[O:12][N:11]=[CH:10][C:9]=2[C:13]([N:39]2[CH2:44][CH2:43][CH2:42][CH:41]([C:45]([OH:48])([CH3:47])[CH3:46])[CH2:40]2)=[O:15])[CH:5]=[CH:6][CH:7]=1. The catalyst class is: 343. (4) Reactant: C[O:2][C:3](=[O:32])[CH:4]([NH:21][C:22](=[O:31])[C:23]1[C:28]([Cl:29])=[CH:27][CH:26]=[CH:25][C:24]=1[Cl:30])[CH2:5]/[CH:6]=[CH:7]/[C:8]1[CH:13]=[CH:12][C:11]([C:14]2([OH:20])[CH2:19][CH2:18][O:17][CH2:16][CH2:15]2)=[CH:10][CH:9]=1. Product: [Cl:30][C:24]1[CH:25]=[CH:26][CH:27]=[C:28]([Cl:29])[C:23]=1[C:22]([NH:21][CH:4]([CH2:5]/[CH:6]=[CH:7]/[C:8]1[CH:13]=[CH:12][C:11]([C:14]2([OH:20])[CH2:19][CH2:18][O:17][CH2:16][CH2:15]2)=[CH:10][CH:9]=1)[C:3]([OH:32])=[O:2])=[O:31]. The catalyst class is: 464. (5) The catalyst class is: 47. Product: [CH3:1][O:2][C:3](=[O:16])[C:4]1[CH:9]=[CH:8][CH:7]=[CH:6][C:5]=1[C:10]#[CH:11]. Reactant: [CH3:1][O:2][C:3](=[O:16])[C:4]1[CH:9]=[CH:8][CH:7]=[CH:6][C:5]=1[C:10]#[C:11][Si](C)(C)C.[F-].[Cs+]. (6) Reactant: [C:1]([OH:10])(=[O:9])/[CH:2]=[CH:3]\[CH:4]=[CH:5]\[C:6]([OH:8])=[O:7].II. Product: [C:1]([OH:10])(=[O:9])/[CH:2]=[CH:3]/[CH:4]=[CH:5]/[C:6]([OH:8])=[O:7]. The catalyst class is: 1. (7) Reactant: [NH:1]1[C:9]2[C:4](=[CH:5][C:6]([OH:10])=[CH:7][CH:8]=2)[CH:3]=[N:2]1.O[CH:12]1[CH2:17][CH2:16][O:15][CH2:14][CH2:13]1.C1(P(C2C=CC=CC=2)C2C=CC=CC=2)C=CC=CC=1.N(C(OCC)=O)=NC(OCC)=O.C1(C)C=CC=CC=1. Product: [O:15]1[CH2:16][CH2:17][CH:12]([O:10][C:6]2[CH:5]=[C:4]3[C:9](=[CH:8][CH:7]=2)[NH:1][N:2]=[CH:3]3)[CH2:13][CH2:14]1. The catalyst class is: 7. (8) Product: [CH2:1]([O:8][C:9]1[CH:14]=[CH:13][C:12]([Cl:15])=[CH:11][C:10]=1[C:16]1[C:17]([C:22]2[CH:27]=[CH:26][CH:25]=[CH:24][C:23]=2[C:28]([NH:40][S:37]([C:31]2[CH:36]=[CH:35][CH:34]=[CH:33][CH:32]=2)(=[O:39])=[O:38])=[O:29])=[CH:18][CH:19]=[CH:20][CH:21]=1)[C:2]1[CH:3]=[CH:4][CH:5]=[CH:6][CH:7]=1. Reactant: [CH2:1]([O:8][C:9]1[CH:14]=[CH:13][C:12]([Cl:15])=[CH:11][C:10]=1[C:16]1[C:17]([C:22]2[C:23]([C:28](O)=[O:29])=[CH:24][CH:25]=[CH:26][CH:27]=2)=[CH:18][CH:19]=[CH:20][CH:21]=1)[C:2]1[CH:7]=[CH:6][CH:5]=[CH:4][CH:3]=1.[C:31]1([S:37]([NH2:40])(=[O:39])=[O:38])[CH:36]=[CH:35][CH:34]=[CH:33][CH:32]=1.C(Cl)CCl.ClCCl.O1CCCC1. The catalyst class is: 768.